From a dataset of Forward reaction prediction with 1.9M reactions from USPTO patents (1976-2016). Predict the product of the given reaction. (1) Given the reactants Cl[C:2]1[N:11]=[C:10]2[C:5]([C:6](=[O:23])[C:7]([C:20]([OH:22])=[O:21])=[CH:8][N:9]2[C:12]2[CH:17]=[CH:16][C:15]([F:18])=[CH:14][C:13]=2[F:19])=[CH:4][C:3]=1[F:24].[CH:25]1([NH:28][CH2:29][C@@H:30]2[C@H:34]([F:35])[CH2:33][NH:32][CH2:31]2)[CH2:27][CH2:26]1, predict the reaction product. The product is: [CH:25]1([NH:28][CH2:29][C@@H:30]2[C@H:34]([F:35])[CH2:33][N:32]([C:2]3[N:11]=[C:10]4[C:5]([C:6](=[O:23])[C:7]([C:20]([OH:22])=[O:21])=[CH:8][N:9]4[C:12]4[CH:17]=[CH:16][C:15]([F:18])=[CH:14][C:13]=4[F:19])=[CH:4][C:3]=3[F:24])[CH2:31]2)[CH2:27][CH2:26]1. (2) Given the reactants [O:1]1[C:6]2[CH:7]=[CH:8][CH:9]=[CH:10][C:5]=2[O:4][CH2:3][CH:2]1[CH2:11][N:12]1[CH2:17][CH2:16][CH2:15][C:14]([CH2:20][OH:21])([CH2:18][CH3:19])[CH2:13]1.O1C2C=CC=CC=2OC[CH:23]1CN1CCCC(COC)(C)C1, predict the reaction product. The product is: [O:1]1[C:6]2[CH:7]=[CH:8][CH:9]=[CH:10][C:5]=2[O:4][CH2:3][CH:2]1[CH2:11][N:12]1[CH2:17][CH2:16][CH2:15][C:14]([CH2:18][CH3:19])([CH2:20][O:21][CH3:23])[CH2:13]1. (3) Given the reactants [NH2:1][CH2:2][C@@H:3]1[C@H:7]([OH:8])[CH2:6][N:5]([CH2:9][CH2:10][N:11]2[C:20]3[C:15](=[N:16][CH:17]=[C:18]([F:21])[CH:19]=3)[CH:14]=[CH:13][C:12]2=[O:22])[CH2:4]1.[O:23]1[C:32]2[CH:31]=[C:30]([CH:33]=O)[N:29]=[CH:28][C:27]=2[O:26][CH2:25][CH2:24]1.C(=O)([O-])[O-].[Na+].[Na+].C(O[BH-](OC(=O)C)OC(=O)C)(=O)C.[Na+].C(Cl)[Cl:56], predict the reaction product. The product is: [ClH:56].[O:23]1[C:32]2[CH:31]=[C:30]([CH2:33][NH:1][CH2:2][C@@H:3]3[C@H:7]([OH:8])[CH2:6][N:5]([CH2:9][CH2:10][N:11]4[C:20]5[C:15](=[N:16][CH:17]=[C:18]([F:21])[CH:19]=5)[CH:14]=[CH:13][C:12]4=[O:22])[CH2:4]3)[N:29]=[CH:28][C:27]=2[O:26][CH2:25][CH2:24]1. (4) Given the reactants [OH-:1].[Na+].C(OC(=O)[N:9]([N:22]1[C:31](=[O:32])[C:30]2[C:25](=[C:26]([Br:34])[CH:27]=[C:28]([CH3:33])[CH:29]=2)[N:24]=[CH:23]1)[C:10]1[CH:15]=[C:14]([Cl:16])[CH:13]=[CH:12][C:11]=1[S:17]([CH2:20][CH3:21])(=[O:19])=[O:18])(C)(C)C.Cl, predict the reaction product. The product is: [Br:34][C:26]1[CH:27]=[C:28]([CH3:33])[CH:29]=[C:30]2[C:25]=1[NH:24][C:23](=[O:1])[N:22]([NH:9][C:10]1[CH:15]=[C:14]([Cl:16])[CH:13]=[CH:12][C:11]=1[S:17]([CH2:20][CH3:21])(=[O:19])=[O:18])[C:31]2=[O:32]. (5) Given the reactants [CH:1]1[C:11]2[CH2:10][CH2:9][C:8]3[CH:12]=[CH:13][CH:14]=[CH:15][C:7]=3[C:6](=[CH:16][C:17]3[CH:22]=[CH:21][C:20]([NH2:23])=[CH:19][CH:18]=3)[C:5]=2[CH:4]=[CH:3][CH:2]=1.[CH2:24]([S:26](Cl)(=[O:28])=[O:27])[CH3:25], predict the reaction product. The product is: [CH:1]1[C:11]2[CH2:10][CH2:9][C:8]3[CH:12]=[CH:13][CH:14]=[CH:15][C:7]=3[C:6](=[CH:16][C:17]3[CH:22]=[CH:21][C:20]([NH:23][S:26]([CH2:24][CH3:25])(=[O:28])=[O:27])=[CH:19][CH:18]=3)[C:5]=2[CH:4]=[CH:3][CH:2]=1. (6) Given the reactants Br[C:2]1[CH:7]=[CH:6][C:5]([CH:8]([CH3:17])[CH2:9][NH:10][S:11]([CH:14]([CH3:16])[CH3:15])(=[O:13])=[O:12])=[CH:4][CH:3]=1.C([Sn](CCCC)(CCCC)[C:23]1[O:24][CH:25]=[CH:26][CH:27]=1)CCC, predict the reaction product. The product is: [O:24]1[CH:25]=[CH:26][CH:27]=[C:23]1[C:2]1[CH:7]=[CH:6][C:5]([CH:8]([CH3:17])[CH2:9][NH:10][S:11]([CH:14]([CH3:16])[CH3:15])(=[O:13])=[O:12])=[CH:4][CH:3]=1. (7) Given the reactants [CH:1]1([N:7]([CH2:22][CH2:23][NH:24][CH2:25][CH2:26][C:27]2[C:32]3[O:33][CH2:34][C:35](=[O:37])[NH:36][C:31]=3[C:30]([OH:38])=[CH:29][CH:28]=2)[C:8](=[O:21])[CH2:9][CH2:10][NH:11][CH2:12]C2C=CC(Cl)=C(Cl)C=2)[CH2:6][CH2:5]C[CH2:3][CH2:2]1.C1(N)CCCCC1.[C:46]1([CH2:52]CN)[CH:51]=[CH:50][CH:49]=[CH:48][CH:47]=1.ClC1C=C(CN)C=CC=1Cl, predict the reaction product. The product is: [CH:1]1([N:7]([CH2:22][CH2:23][NH:24][CH2:25][CH2:26][C:27]2[C:32]3[O:33][CH2:34][C:35](=[O:37])[NH:36][C:31]=3[C:30]([OH:38])=[CH:29][CH:28]=2)[C:8](=[O:21])[CH2:9][CH2:10][NH:11][CH2:12][CH2:52][C:46]2[CH:51]=[CH:50][CH:49]=[CH:48][CH:47]=2)[CH2:2][CH2:3][CH2:5][CH2:6]1.